Regression. Given two drug SMILES strings and cell line genomic features, predict the synergy score measuring deviation from expected non-interaction effect. From a dataset of NCI-60 drug combinations with 297,098 pairs across 59 cell lines. (1) Drug 1: C(CC(=O)O)C(=O)CN.Cl. Drug 2: C1CN(CCN1C(=O)CCBr)C(=O)CCBr. Cell line: A549. Synergy scores: CSS=28.4, Synergy_ZIP=-1.24, Synergy_Bliss=5.71, Synergy_Loewe=4.59, Synergy_HSA=7.77. (2) Drug 1: C1CC(C1)(C(=O)O)C(=O)O.[NH2-].[NH2-].[Pt+2]. Drug 2: C1CN1C2=NC(=NC(=N2)N3CC3)N4CC4. Cell line: NCI/ADR-RES. Synergy scores: CSS=46.9, Synergy_ZIP=1.95, Synergy_Bliss=-0.573, Synergy_Loewe=-18.9, Synergy_HSA=0.744. (3) Drug 1: CC1=C(C=C(C=C1)NC(=O)C2=CC=C(C=C2)CN3CCN(CC3)C)NC4=NC=CC(=N4)C5=CN=CC=C5. Drug 2: B(C(CC(C)C)NC(=O)C(CC1=CC=CC=C1)NC(=O)C2=NC=CN=C2)(O)O. Cell line: RPMI-8226. Synergy scores: CSS=41.2, Synergy_ZIP=14.9, Synergy_Bliss=22.9, Synergy_Loewe=-36.4, Synergy_HSA=10.3. (4) Drug 1: C1=CN(C(=O)N=C1N)C2C(C(C(O2)CO)O)O.Cl. Drug 2: C1CN(CCN1C(=O)CCBr)C(=O)CCBr. Cell line: PC-3. Synergy scores: CSS=20.1, Synergy_ZIP=-3.21, Synergy_Bliss=-0.798, Synergy_Loewe=0.922, Synergy_HSA=2.25. (5) Drug 1: CN1C(=O)N2C=NC(=C2N=N1)C(=O)N. Drug 2: CCC1(CC2CC(C3=C(CCN(C2)C1)C4=CC=CC=C4N3)(C5=C(C=C6C(=C5)C78CCN9C7C(C=CC9)(C(C(C8N6C)(C(=O)OC)O)OC(=O)C)CC)OC)C(=O)OC)O.OS(=O)(=O)O. Cell line: PC-3. Synergy scores: CSS=1.72, Synergy_ZIP=0.551, Synergy_Bliss=2.09, Synergy_Loewe=0.955, Synergy_HSA=1.09. (6) Drug 1: CNC(=O)C1=CC=CC=C1SC2=CC3=C(C=C2)C(=NN3)C=CC4=CC=CC=N4. Drug 2: CN1CCC(CC1)COC2=C(C=C3C(=C2)N=CN=C3NC4=C(C=C(C=C4)Br)F)OC. Cell line: TK-10. Synergy scores: CSS=15.1, Synergy_ZIP=2.84, Synergy_Bliss=3.92, Synergy_Loewe=-7.92, Synergy_HSA=3.67. (7) Drug 1: CN(C(=O)NC(C=O)C(C(C(CO)O)O)O)N=O. Drug 2: C1C(C(OC1N2C=NC(=NC2=O)N)CO)O. Cell line: T-47D. Synergy scores: CSS=6.62, Synergy_ZIP=-4.83, Synergy_Bliss=-3.36, Synergy_Loewe=-0.994, Synergy_HSA=-0.942.